From a dataset of Catalyst prediction with 721,799 reactions and 888 catalyst types from USPTO. Predict which catalyst facilitates the given reaction. (1) Reactant: [O:1]1[CH2:6][CH2:5][CH2:4][CH2:3][CH:2]1[N:7]1[CH:11]=[C:10]([C:12]2[N:17]=[C:16]3[CH:18]=[CH:19][N:20]([CH2:21][CH:22]4[CH2:27][CH2:26][N:25](C(OCC5C=CC=CC=5)=O)[CH2:24][CH2:23]4)[C:15]3=[CH:14][CH:13]=2)[CH:9]=[N:8]1.CO.ClCCl. Product: [NH:25]1[CH2:24][CH2:23][CH:22]([CH2:21][N:20]2[C:15]3[C:16](=[N:17][C:12]([C:10]4[CH:9]=[N:8][N:7]([CH:2]5[CH2:3][CH2:4][CH2:5][CH2:6][O:1]5)[CH:11]=4)=[CH:13][CH:14]=3)[CH:18]=[CH:19]2)[CH2:27][CH2:26]1. The catalyst class is: 14. (2) Reactant: [CH2:1]([C:4]1[C:12]([N:13]([CH2:20][CH3:21])[CH:14]2[CH2:19][CH2:18][O:17][CH2:16][CH2:15]2)=[CH:11][CH:10]=[CH:9][C:5]=1[C:6]([OH:8])=O)[CH:2]=[CH2:3].C1C=NC2N(O)N=NC=2C=1.C(Cl)CCl.[CH2:36]([O:39][CH2:40][C:41]1[CH:46]=[C:45]([CH3:47])[N:44]=[C:43]([O:48][CH3:49])[C:42]=1[CH2:50][NH2:51])[CH:37]=[CH2:38].CN1CCOCC1. Product: [CH2:1]([C:4]1[C:12]([N:13]([CH2:20][CH3:21])[CH:14]2[CH2:19][CH2:18][O:17][CH2:16][CH2:15]2)=[CH:11][CH:10]=[CH:9][C:5]=1[C:6]([NH:51][CH2:50][C:42]1[C:43]([O:48][CH3:49])=[N:44][C:45]([CH3:47])=[CH:46][C:41]=1[CH2:40][O:39][CH2:36][CH:37]=[CH2:38])=[O:8])[CH:2]=[CH2:3]. The catalyst class is: 18. (3) Reactant: O=[C:2]([CH2:8][C:9](=O)[C:10]1[CH:11]=[N:12][C:13]([O:16][C:17]2[CH:22]=[CH:21][CH:20]=[CH:19][CH:18]=2)=[N:14][CH:15]=1)[C:3]([O:5][CH2:6][CH3:7])=[O:4].[NH2:24][NH2:25]. Product: [O:16]([C:13]1[N:12]=[CH:11][C:10]([C:9]2[NH:25][N:24]=[C:2]([C:3]([O:5][CH2:6][CH3:7])=[O:4])[CH:8]=2)=[CH:15][N:14]=1)[C:17]1[CH:22]=[CH:21][CH:20]=[CH:19][CH:18]=1. The catalyst class is: 15. (4) Reactant: [H-].[Na+].[Cl:3][C:4]1[CH:12]=[C:11]2[C:7]([CH:8]=[CH:9][NH:10]2)=[CH:6][CH:5]=1.Br[CH2:14][C:15]1[CH:20]=[CH:19][C:18]([C:21]([F:24])([F:23])[F:22])=[CH:17][CH:16]=1. Product: [Cl:3][C:4]1[CH:12]=[C:11]2[C:7]([CH:8]=[CH:9][N:10]2[CH2:14][C:15]2[CH:16]=[CH:17][C:18]([C:21]([F:22])([F:23])[F:24])=[CH:19][CH:20]=2)=[CH:6][CH:5]=1. The catalyst class is: 3. (5) The catalyst class is: 12. Product: [Cl:1][C:2]1[CH:3]=[C:4]([NH:5][C:11]2[N:12]=[CH:13][C:14]([C:17]([O:19][CH3:20])=[O:18])=[N:15][CH:16]=2)[CH:6]=[CH:7][C:8]=1[Cl:9]. Reactant: [Cl:1][C:2]1[CH:3]=[C:4]([CH:6]=[CH:7][C:8]=1[Cl:9])[NH2:5].Cl[C:11]1[N:12]=[CH:13][C:14]([C:17]([O:19][CH3:20])=[O:18])=[N:15][CH:16]=1. (6) Reactant: [C:1]([O:5][C:6]([NH:8][C@@H:9]([CH2:14][CH:15]1[CH2:20][CH2:19][CH:18]([O:21][Si:22]([C:25]([CH3:28])([CH3:27])[CH3:26])([CH3:24])[CH3:23])[CH2:17][CH2:16]1)[C:10](OC)=[O:11])=[O:7])([CH3:4])([CH3:3])[CH3:2].[BH4-].[Na+]. Product: [Si:22]([O:21][CH:18]1[CH2:17][CH2:16][CH:15]([CH2:14][C@H:9]([NH:8][C:6](=[O:7])[O:5][C:1]([CH3:4])([CH3:3])[CH3:2])[CH2:10][OH:11])[CH2:20][CH2:19]1)([C:25]([CH3:27])([CH3:28])[CH3:26])([CH3:24])[CH3:23]. The catalyst class is: 5.